Dataset: Full USPTO retrosynthesis dataset with 1.9M reactions from patents (1976-2016). Task: Predict the reactants needed to synthesize the given product. Given the product [C:8]([C:6]1[CH:7]=[C:2]([NH:1][C:36]([NH:35][C:29]2[CH:30]=[CH:31][C:32]([O:33][CH3:34])=[C:27]([O:26][CH3:25])[CH:28]=2)=[O:37])[CH:3]=[CH:4][C:5]=1[O:11][CH:12]([C:13]1[CH:18]=[CH:17][CH:16]=[CH:15][CH:14]=1)[C:19]1[CH:20]=[CH:21][CH:22]=[CH:23][CH:24]=1)(=[O:10])[CH3:9], predict the reactants needed to synthesize it. The reactants are: [NH2:1][C:2]1[CH:3]=[CH:4][C:5]([O:11][CH:12]([C:19]2[CH:24]=[CH:23][CH:22]=[CH:21][CH:20]=2)[C:13]2[CH:18]=[CH:17][CH:16]=[CH:15][CH:14]=2)=[C:6]([C:8](=[O:10])[CH3:9])[CH:7]=1.[CH3:25][O:26][C:27]1[CH:28]=[C:29]([N:35]=[C:36]=[O:37])[CH:30]=[CH:31][C:32]=1[O:33][CH3:34].